Dataset: Catalyst prediction with 721,799 reactions and 888 catalyst types from USPTO. Task: Predict which catalyst facilitates the given reaction. (1) Reactant: [CH2:1]([N:8]1[C:17]2[CH2:16][CH2:15][NH:14][CH2:13][CH2:12][C:11]=2[C:10]([C:18]2[CH:23]=[CH:22][C:21]([Cl:24])=[CH:20][CH:19]=2)=[N:9]1)[C:2]1[CH:7]=[CH:6][CH:5]=[CH:4][CH:3]=1.[C:25](O)(=O)C.C=O.[BH-](OC(C)=O)(OC(C)=O)OC(C)=O.[Na+]. Product: [CH2:1]([N:8]1[C:17]2[CH2:16][CH2:15][N:14]([CH3:25])[CH2:13][CH2:12][C:11]=2[C:10]([C:18]2[CH:23]=[CH:22][C:21]([Cl:24])=[CH:20][CH:19]=2)=[N:9]1)[C:2]1[CH:7]=[CH:6][CH:5]=[CH:4][CH:3]=1. The catalyst class is: 279. (2) Reactant: [Cl:1][C:2]1[CH:3]=[N:4][N:5]([CH3:16])[C:6]=1[C:7]1[CH:8]=[C:9]([C:13]([OH:15])=O)[O:10][C:11]=1[CH3:12].[NH2:17][C@@H:18]([CH2:31][C:32]1[CH:37]=[CH:36][CH:35]=[C:34]([F:38])[CH:33]=1)[CH2:19][N:20]1[C:28](=[O:29])[C:27]2[C:22](=[CH:23][CH:24]=[CH:25][CH:26]=2)[C:21]1=[O:30].CC(OC(N[C@H](C(O)=O)CC1C=CC=CC=1C(F)(F)F)=O)(C)C.C1CN([P+](Br)(N2CCCC2)N2CCCC2)CC1.F[P-](F)(F)(F)(F)F.CCN(C(C)C)C(C)C. Product: [Cl:1][C:2]1[CH:3]=[N:4][N:5]([CH3:16])[C:6]=1[C:7]1[CH:8]=[C:9]([C:13]([NH:17][C@@H:18]([CH2:31][C:32]2[CH:37]=[CH:36][CH:35]=[C:34]([F:38])[CH:33]=2)[CH2:19][N:20]2[C:28](=[O:29])[C:27]3[C:22](=[CH:23][CH:24]=[CH:25][CH:26]=3)[C:21]2=[O:30])=[O:15])[O:10][C:11]=1[CH3:12]. The catalyst class is: 22. (3) Product: [F:1][C:2]1[CH:3]=[C:4]([N:9]2[CH2:13][C@H:12]([CH2:14][N:15]3[CH:19]=[C:18]([CH2:20][F:25])[N:17]=[N:16]3)[O:11][C:10]2=[O:22])[CH:5]=[CH:6][C:7]=1[I:8]. Reactant: [F:1][C:2]1[CH:3]=[C:4]([N:9]2[CH2:13][C@H:12]([CH2:14][N:15]3[CH:19]=[C:18]([CH2:20]Br)[N:17]=[N:16]3)[O:11][C:10]2=[O:22])[CH:5]=[CH:6][C:7]=1[I:8].[F-].[K+].[F:25][B-](F)(F)F.C([N+]1C=CN(C)C=1)CCC. The catalyst class is: 744. (4) Reactant: [CH3:1][O:2][C:3]1[CH:4]=[C:5]2[C:10](=[CH:11][CH:12]=1)[N+:9]([O-])=[CH:8][C:7]([N+:14]([O-:16])=[O:15])=[CH:6]2.P(Cl)(Cl)([Cl:19])=O. Product: [Cl:19][C:8]1[C:7]([N+:14]([O-:16])=[O:15])=[CH:6][C:5]2[C:10](=[CH:11][CH:12]=[C:3]([O:2][CH3:1])[CH:4]=2)[N:9]=1. The catalyst class is: 4. (5) Reactant: [Cl:1][C:2]1[C:3]([CH3:24])=[C:4]([CH:13]2[CH2:16][N:15]([C:17]([O:19][C:20]([CH3:23])([CH3:22])[CH3:21])=[O:18])[CH2:14]2)[C:5]([O:11][CH3:12])=[C:6]([CH:8](Cl)[CH3:9])[CH:7]=1.[Br:25][C:26]1[C:34]2[C:29](=[N:30][CH:31]=[N:32][C:33]=2[NH2:35])[NH:28][N:27]=1.[I-].[K+].C(=O)([O-])[O-].[Cs+].[Cs+]. Product: [NH2:35][C:33]1[N:32]=[CH:31][N:30]=[C:29]2[N:28]([CH:8]([C:6]3[C:5]([O:11][CH3:12])=[C:4]([CH:13]4[CH2:16][N:15]([C:17]([O:19][C:20]([CH3:23])([CH3:22])[CH3:21])=[O:18])[CH2:14]4)[C:3]([CH3:24])=[C:2]([Cl:1])[CH:7]=3)[CH3:9])[N:27]=[C:26]([Br:25])[C:34]=12. The catalyst class is: 35. (6) Reactant: [CH3:1][O:2][C@@H:3]([C@@H:33]([N:38]([CH3:46])[C:39](=[O:45])[C@H:40]([CH:42]([CH3:44])[CH3:43])[NH2:41])[C@@H:34]([CH3:37])[CH2:35][CH3:36])[CH2:4][C:5]([N:7]1[CH2:11][CH2:10][CH2:9][C@H:8]1[C@H:12]([O:31][CH3:32])[C@@H:13]([CH3:30])[C:14](=[O:29])[NH:15][C@H:16]([C:24]1[S:25][CH:26]=[CH:27][N:28]=1)[CH2:17][C:18]1[CH:23]=[CH:22][CH:21]=[CH:20][CH:19]=1)=[O:6].[C:47]([O:51][C:52]([N:54]1[CH2:59][CH2:58][CH2:57][CH2:56][C@:55]1([CH3:63])[C:60](O)=[O:61])=[O:53])([CH3:50])([CH3:49])[CH3:48].CN(C(ON1N=NC2C=CC=NC1=2)=[N+](C)C)C.F[P-](F)(F)(F)(F)F.C(N(CC)C(C)C)(C)C. Product: [CH3:1][O:2][C@@H:3]([C@@H:33]([N:38]([CH3:46])[C:39](=[O:45])[C@@H:40]([NH:41][C:60]([C@@:55]1([CH3:63])[CH2:56][CH2:57][CH2:58][CH2:59][N:54]1[C:52]([O:51][C:47]([CH3:50])([CH3:49])[CH3:48])=[O:53])=[O:61])[CH:42]([CH3:44])[CH3:43])[C@@H:34]([CH3:37])[CH2:35][CH3:36])[CH2:4][C:5]([N:7]1[CH2:11][CH2:10][CH2:9][C@H:8]1[C@H:12]([O:31][CH3:32])[C@@H:13]([CH3:30])[C:14](=[O:29])[NH:15][C@H:16]([C:24]1[S:25][CH:26]=[CH:27][N:28]=1)[CH2:17][C:18]1[CH:19]=[CH:20][CH:21]=[CH:22][CH:23]=1)=[O:6]. The catalyst class is: 4. (7) Reactant: [CH3:1][N:2]([CH:14]1[C:23]2[N:22]=[CH:21][CH:20]=[CH:19][C:18]=2[CH2:17][CH2:16][CH2:15]1)[CH2:3][C:4]([O:6]CC1C=CC=CC=1)=[O:5]. Product: [CH3:1][N:2]([CH:14]1[C:23]2[N:22]=[CH:21][CH:20]=[CH:19][C:18]=2[CH2:17][CH2:16][CH2:15]1)[CH2:3][C:4]([OH:6])=[O:5]. The catalyst class is: 19. (8) Reactant: [NH2:1][C:2]1[S:6][C:5]2[CH2:7][CH2:8][CH2:9][CH2:10][CH2:11][C:4]=2[C:3]=1[C:12]([C:14]1[CH:19]=[CH:18][C:17]([CH3:20])=[CH:16][CH:15]=1)=O.[C:21]([O:28][CH3:29])(=[O:27])[CH2:22][CH2:23][C:24]([CH3:26])=O.Cl[Si](C)(C)C. Product: [CH3:26][C:24]1[N:1]=[C:2]2[S:6][C:5]3[CH:7]=[CH:8][CH:9]=[CH:10][CH2:11][C:4]=3[C:3]2=[C:12]([C:14]2[CH:19]=[CH:18][C:17]([CH3:20])=[CH:16][CH:15]=2)[C:23]=1[CH2:22][C:21]([O:28][CH3:29])=[O:27]. The catalyst class is: 3. (9) Reactant: O[C:2]([C:4](F)(F)F)=O.[NH2:8][C:9]1[C:18]2[C:13](=[CH:14][CH:15]=[C:16]([C:19]([OH:21])=[O:20])[CH:17]=2)[CH:12]=[CH:11][N:10]=1.S(Cl)([Cl:24])=O. Product: [ClH:24].[NH2:8][C:9]1[C:18]2[C:13](=[CH:14][CH:15]=[C:16]([C:19]([O:21][CH2:2][CH3:4])=[O:20])[CH:17]=2)[CH:12]=[CH:11][N:10]=1. The catalyst class is: 8.